From a dataset of Peptide-MHC class I binding affinity with 185,985 pairs from IEDB/IMGT. Regression. Given a peptide amino acid sequence and an MHC pseudo amino acid sequence, predict their binding affinity value. This is MHC class I binding data. (1) The peptide sequence is FQPINGQFI. The MHC is H-2-Db with pseudo-sequence H-2-Db. The binding affinity (normalized) is 0.230. (2) The peptide sequence is FPTSCHMF. The MHC is HLA-C06:02 with pseudo-sequence HLA-C06:02. The binding affinity (normalized) is 0. (3) The peptide sequence is QQDPALPTR. The MHC is Mamu-B8301 with pseudo-sequence Mamu-B8301. The binding affinity (normalized) is 0.310. (4) The peptide sequence is TPYDINQML. The MHC is HLA-B40:01 with pseudo-sequence HLA-B40:01. The binding affinity (normalized) is 0.